This data is from Peptide-MHC class I binding affinity with 185,985 pairs from IEDB/IMGT. The task is: Regression. Given a peptide amino acid sequence and an MHC pseudo amino acid sequence, predict their binding affinity value. This is MHC class I binding data. (1) The peptide sequence is RRVSGCVSV. The MHC is HLA-B08:01 with pseudo-sequence HLA-B08:01. The binding affinity (normalized) is 0.0847. (2) The peptide sequence is FQWPALHEE. The MHC is HLA-B57:01 with pseudo-sequence HLA-B57:01. The binding affinity (normalized) is 0.0847. (3) The peptide sequence is IPLTEEAEL. The MHC is HLA-B35:01 with pseudo-sequence HLA-B35:01. The binding affinity (normalized) is 0.251. (4) The peptide sequence is LIPVSEVLLK. The MHC is HLA-A68:01 with pseudo-sequence HLA-A68:01. The binding affinity (normalized) is 0.344. (5) The peptide sequence is YRSGIIAVV. The MHC is HLA-A02:01 with pseudo-sequence HLA-A02:01. The binding affinity (normalized) is 0.320. (6) The peptide sequence is KPPRGVLLY. The MHC is HLA-B46:01 with pseudo-sequence HLA-B46:01. The binding affinity (normalized) is 0.0847. (7) The peptide sequence is RRRQWASCM. The MHC is HLA-B15:01 with pseudo-sequence HLA-B15:01. The binding affinity (normalized) is 0.0847. (8) The peptide sequence is PEPTDLFCY. The MHC is Mamu-A11 with pseudo-sequence Mamu-A11. The binding affinity (normalized) is 0.455. (9) The peptide sequence is WTLAKPDFV. The MHC is HLA-A02:01 with pseudo-sequence HLA-A02:01. The binding affinity (normalized) is 0.602. (10) The peptide sequence is IRQGLELTLL. The MHC is HLA-B27:05 with pseudo-sequence HLA-B27:05. The binding affinity (normalized) is 0.561.